The task is: Predict the reaction yield, written as a fraction of the theoretical maximum amount of product (1.0 means a 100% yield; for example, 0.34 means a 34% yield).. This data is from Reaction yield outcomes from USPTO patents with 853,638 reactions. (1) The reactants are [Br:1][C:2]1[C:7]([F:8])=[CH:6][C:5]([N:9]2[C:18]3[C:13](=[CH:14][C:15]([S:19]([NH:22][C:23]4[CH:27]=[CH:26][O:25][N:24]=4)(=[O:21])=[O:20])=[CH:16][CH:17]=3)[CH:12]=[CH:11][C:10]2=[O:28])=[C:4]([O:29][CH2:30][C:31]#[N:32])[CH:3]=1.Br[CH:34](C)C#N.C1(O)C=CC=CC=1. No catalyst specified. The product is [Br:1][C:2]1[C:7]([F:8])=[CH:6][C:5]([N:9]2[C:18]3[C:13](=[CH:14][C:15]([S:19]([NH:22][C:23]4[CH:27]=[CH:26][O:25][N:24]=4)(=[O:20])=[O:21])=[CH:16][CH:17]=3)[CH:12]=[CH:11][C:10]2=[O:28])=[C:4]([O:29][CH:30]([C:31]#[N:32])[CH3:34])[CH:3]=1. The yield is 0.140. (2) The reactants are CC[O-].[Na+].[CH3:5][C:6]1[O:10][CH:9]=[C:8]([CH:11]=O)[CH:7]=1.[C:13]([O:22]CC)(=[O:21])[CH2:14][CH2:15][C:16]([O:18][CH2:19][CH3:20])=[O:17]. The catalyst is C(O)C. The product is [CH2:19]([O:18][C:16]([C:15](=[CH:11][C:8]1[CH:7]=[C:6]([CH3:5])[O:10][CH:9]=1)[CH2:14][C:13]([OH:22])=[O:21])=[O:17])[CH3:20]. The yield is 0.310. (3) The reactants are COC1C=CC(C[O:8][C@@H:9]2[C@@H:17]([CH:18]=O)[O:16][C@H:15]3[C@H:11]([N:12]=[C:13]([N:20]([CH3:28])C(=O)OC(C)(C)C)[S:14]3)[C@H:10]2[O:29]CC2C=CC(OC)=CC=2)=CC=1.[NH2:41][CH2:42][CH2:43][CH2:44][OH:45].[BH3-]C#N.[Na+].C(O)(C(F)(F)F)=O. The catalyst is C1COCC1.C(Cl)Cl. The product is [OH:45][CH2:44][CH2:43][CH2:42][NH:41][CH2:18][C@H:17]1[O:16][C@H:15]2[C@H:11]([N:12]=[C:13]([NH:20][CH3:28])[S:14]2)[C@@H:10]([OH:29])[C@@H:9]1[OH:8]. The yield is 0.470. (4) The reactants are [NH2:1][CH2:2][C:3]1[N:7]=[C:6]([C@H:8]([CH2:17][CH2:18][CH2:19][CH:20]2[CH2:25][CH2:24][CH2:23][CH2:22][CH2:21]2)[CH2:9][C:10]([O:12][C:13]([CH3:16])([CH3:15])[CH3:14])=[O:11])[O:5][N:4]=1.[C:26](Cl)([CH3:28])=[O:27].C([O-])(O)=O.[Na+]. The catalyst is C1COCC1. The product is [C:26]([NH:1][CH2:2][C:3]1[N:7]=[C:6]([C@H:8]([CH2:17][CH2:18][CH2:19][CH:20]2[CH2:21][CH2:22][CH2:23][CH2:24][CH2:25]2)[CH2:9][C:10]([O:12][C:13]([CH3:15])([CH3:16])[CH3:14])=[O:11])[O:5][N:4]=1)(=[O:27])[CH3:28]. The yield is 1.00.